From a dataset of Full USPTO retrosynthesis dataset with 1.9M reactions from patents (1976-2016). Predict the reactants needed to synthesize the given product. (1) The reactants are: Br[C:2]1[CH:3]=[C:4]([CH:9]=[CH:10][C:11]=1[OH:12])[C:5]([O:7][CH3:8])=[O:6].[C:13]([Cu])#[N:14]. Given the product [C:13]([C:2]1[CH:3]=[C:4]([CH:9]=[CH:10][C:11]=1[OH:12])[C:5]([O:7][CH3:8])=[O:6])#[N:14], predict the reactants needed to synthesize it. (2) Given the product [CH3:1][O:2][C:3]1[CH:12]=[C:11]([O:13][CH3:14])[CH:10]=[C:9]2[C:4]=1[C:5](=[O:34])[NH:6][C:7]([C:15]1[CH:16]=[CH:17][C:18]([CH:21]3[CH2:26][CH2:25][NH:24][CH2:23][CH2:22]3)=[CH:19][CH:20]=1)=[N:8]2, predict the reactants needed to synthesize it. The reactants are: [CH3:1][O:2][C:3]1[CH:12]=[C:11]([O:13][CH3:14])[CH:10]=[C:9]2[C:4]=1[C:5](=[O:34])[NH:6][C:7]([C:15]1[CH:20]=[CH:19][C:18]([CH:21]3[CH2:26][CH2:25][N:24](C(OC(C)(C)C)=O)[CH2:23][CH2:22]3)=[CH:17][CH:16]=1)=[N:8]2.Cl. (3) Given the product [CH3:1][C:2]([CH3:31])([CH2:5][CH2:6][CH2:7][CH2:8][O:9][C:10]1[CH:11]=[CH:12][C:13]2[N:17]=[C:16]([C:18]3[CH:19]=[CH:20][CH:21]=[CH:22][CH:23]=3)[N:15]([C:24]3[CH:25]=[CH:26][CH:27]=[CH:28][CH:29]=3)[C:14]=2[CH:30]=1)[C:3]([NH2:4])=[O:32], predict the reactants needed to synthesize it. The reactants are: [CH3:1][C:2]([CH3:31])([CH2:5][CH2:6][CH2:7][CH2:8][O:9][C:10]1[CH:11]=[CH:12][C:13]2[N:17]=[C:16]([C:18]3[CH:23]=[CH:22][CH:21]=[CH:20][CH:19]=3)[N:15]([C:24]3[CH:29]=[CH:28][CH:27]=[CH:26][CH:25]=3)[C:14]=2[CH:30]=1)[C:3]#[N:4].[OH-:32].[Na+]. (4) Given the product [F:1][C:2]1[CH:10]=[CH:9][C:8]([C:11]([F:14])([F:13])[F:12])=[CH:7][C:3]=1[C:4]([NH:15][C:16]1[CH:17]=[CH:18][C:19]([C:22]([O:24][CH3:25])=[O:23])=[N:20][CH:21]=1)=[O:5], predict the reactants needed to synthesize it. The reactants are: [F:1][C:2]1[CH:10]=[CH:9][C:8]([C:11]([F:14])([F:13])[F:12])=[CH:7][C:3]=1[C:4](Cl)=[O:5].[NH2:15][C:16]1[CH:17]=[CH:18][C:19]([C:22]([O:24][CH3:25])=[O:23])=[N:20][CH:21]=1.N1C=CC=CC=1. (5) Given the product [CH:10]1[C:9]2[N:8]([C:5]3[CH:4]=[CH:3][C:2]([B:26]([OH:29])[OH:27])=[CH:7][CH:6]=3)[C:20]3[C:15](=[CH:16][CH:17]=[CH:18][CH:19]=3)[C:14]=2[CH:13]=[CH:12][CH:11]=1, predict the reactants needed to synthesize it. The reactants are: Br[C:2]1[CH:7]=[CH:6][C:5]([N:8]2[C:20]3[CH:19]=[CH:18][CH:17]=[CH:16][C:15]=3[C:14]3[C:9]2=[CH:10][CH:11]=[CH:12][CH:13]=3)=[CH:4][CH:3]=1.C([Li])CCC.[B:26](OC)([O:29]C)[O:27]C.Cl. (6) Given the product [CH3:1][C:2]1[CH:3]=[C:4]([CH:5]=[C:6]([CH3:8])[CH:7]=1)[O:9][CH2:10][C:11]([C:13]1[CH:18]=[CH:17][CH:16]=[CH:15][CH:14]=1)=[O:12], predict the reactants needed to synthesize it. The reactants are: [CH3:1][C:2]1[CH:3]=[C:4]([OH:9])[CH:5]=[C:6]([CH3:8])[CH:7]=1.[CH2:10](Br)[C:11]([C:13]1[CH:18]=[CH:17][CH:16]=[CH:15][CH:14]=1)=[O:12]. (7) The reactants are: F[C:2]1[CH:7]=[C:6]([C:8]2[C:13]([CH3:14])=[CH:12][N:11]=[C:10]([NH:15][CH:16]3[CH2:21][CH2:20][O:19][CH2:18][CH2:17]3)[N:9]=2)[CH:5]=[CH:4][N:3]=1.C([O-])(O)=[O:23].[Na+]. Given the product [CH3:14][C:13]1[C:8]([C:6]2[CH:5]=[CH:4][NH:3][C:2](=[O:23])[CH:7]=2)=[N:9][C:10]([NH:15][CH:16]2[CH2:21][CH2:20][O:19][CH2:18][CH2:17]2)=[N:11][CH:12]=1, predict the reactants needed to synthesize it.